Dataset: Forward reaction prediction with 1.9M reactions from USPTO patents (1976-2016). Task: Predict the product of the given reaction. (1) Given the reactants [CH:1]1[C:10]2[C:5](=[CH:6][CH:7]=[CH:8][CH:9]=2)[CH:4]=[C:3]([C:11]([OH:13])=O)[N:2]=1.CN(C(ON1N=NC2C=CC=CC1=2)=[N+](C)C)C.F[P-](F)(F)(F)(F)F.CCN(C(C)C)C(C)C.[CH3:47][O:48][C:49]([C:51]1[C:59]2[N:58]=[C:57]([NH2:60])[NH:56][C:55]=2[C:54]([O:61][CH3:62])=[CH:53][CH:52]=1)=[O:50], predict the reaction product. The product is: [CH3:47][O:48][C:49]([C:51]1[C:59]2[NH:58][C:57]([NH:60][C:11]([C:3]3[N:2]=[CH:1][C:10]4[C:5]([CH:4]=3)=[CH:6][CH:7]=[CH:8][CH:9]=4)=[O:13])=[N:56][C:55]=2[C:54]([O:61][CH3:62])=[CH:53][CH:52]=1)=[O:50]. (2) Given the reactants Cl[C:2]1[CH:7]=[CH:6][C:5]([C:8]([F:11])([F:10])[F:9])=[CH:4][N:3]=1.[OH:12][C:13]1[CH:18]=[CH:17][C:16]([CH2:19][C:20]#[N:21])=[CH:15][CH:14]=1.C(=O)([O-])[O-].[K+].[K+], predict the reaction product. The product is: [F:9][C:8]([F:11])([F:10])[C:5]1[CH:6]=[CH:7][C:2]([O:12][C:13]2[CH:18]=[CH:17][C:16]([CH2:19][C:20]#[N:21])=[CH:15][CH:14]=2)=[N:3][CH:4]=1. (3) Given the reactants [O:1]=[C:2]1[CH2:6][C:5]2([CH2:11][CH2:10][N:9](C(OC(C)(C)C)=O)[CH2:8][CH2:7]2)[CH2:4][NH:3]1.[ClH:19], predict the reaction product. The product is: [ClH:19].[CH2:4]1[C:5]2([CH2:7][CH2:8][NH:9][CH2:10][CH2:11]2)[CH2:6][C:2](=[O:1])[NH:3]1. (4) Given the reactants [CH2:1]([O:8][C:9]1[CH:10]=[C:11]([NH:16][C:17]([NH2:19])=[S:18])[CH:12]=[C:13]([Br:15])[CH:14]=1)[C:2]1[CH:7]=[CH:6][CH:5]=[CH:4][CH:3]=1.BrBr.N, predict the reaction product. The product is: [CH2:1]([O:8][C:9]1[CH:14]=[C:13]([Br:15])[C:12]2[S:18][C:17]([NH2:19])=[N:16][C:11]=2[CH:10]=1)[C:2]1[CH:3]=[CH:4][CH:5]=[CH:6][CH:7]=1. (5) Given the reactants [H-].[Na+].[NH:3]1[CH:7]=[CH:6][CH:5]=[N:4]1.I[CH:9]1[CH2:12][N:11]([C:13]([O:15][C:16]([CH3:19])([CH3:18])[CH3:17])=[O:14])[CH2:10]1, predict the reaction product. The product is: [N:3]1([CH:9]2[CH2:10][N:11]([C:13]([O:15][C:16]([CH3:19])([CH3:18])[CH3:17])=[O:14])[CH2:12]2)[CH:7]=[CH:6][CH:5]=[N:4]1. (6) Given the reactants [C:1]([O:5][C:6]([N:8]1[C:22]2[C:14](=[CH:15][C:16]3[CH:17]=[C:18]([CH2:24][OH:25])[N:19]([CH3:23])[C:20]=3[CH:21]=2)[C:13]2[N:26]([CH2:35][C:36]3[CH:41]=[CH:40][C:39]([O:42][CH3:43])=[CH:38][C:37]=3[O:44][CH3:45])[C:27](=[O:34])[C:28]([C:31]([OH:33])=[O:32])=[C:29]([OH:30])[C:12]=2[CH2:11][CH2:10][CH2:9]1)=[O:7])([CH3:4])([CH3:3])[CH3:2], predict the reaction product. The product is: [C:1]([O:5][C:6]([N:8]1[C:22]2[C:14](=[CH:15][C:16]3[CH:17]=[C:18]([CH:24]=[O:25])[N:19]([CH3:23])[C:20]=3[CH:21]=2)[C:13]2[N:26]([CH2:35][C:36]3[CH:41]=[CH:40][C:39]([O:42][CH3:43])=[CH:38][C:37]=3[O:44][CH3:45])[C:27](=[O:34])[C:28]([C:31]([OH:33])=[O:32])=[C:29]([OH:30])[C:12]=2[CH2:11][CH2:10][CH2:9]1)=[O:7])([CH3:4])([CH3:3])[CH3:2]. (7) Given the reactants [CH3:1][C:2]1[CH:3]=[C:4]([NH:16][C:17]2[C:26]3[C:21](=[CH:22][CH:23]=[CH:24][C:25]=3[O:27][C@@H:28]([CH3:32])[C:29](O)=[O:30])[N:20]=[CH:19][N:18]=2)[CH:5]=[CH:6][C:7]=1[O:8][C:9]1[CH:10]=[N:11][C:12]([CH3:15])=[CH:13][CH:14]=1.[CH2:33]([CH2:35][NH2:36])[OH:34], predict the reaction product. The product is: [OH:34][CH2:33][CH2:35][NH:36][C:29](=[O:30])[C@@H:28]([O:27][C:25]1[CH:24]=[CH:23][CH:22]=[C:21]2[C:26]=1[C:17]([NH:16][C:4]1[CH:5]=[CH:6][C:7]([O:8][C:9]3[CH:10]=[N:11][C:12]([CH3:15])=[CH:13][CH:14]=3)=[C:2]([CH3:1])[CH:3]=1)=[N:18][CH:19]=[N:20]2)[CH3:32]. (8) Given the reactants Br[C:2]1[CH:11]=[C:10]2[C:5]([C:6]([CH3:26])=[C:7]([C:15]([NH:17][CH2:18][C:19]3[CH:24]=[CH:23][CH:22]=[C:21]([F:25])[CH:20]=3)=[O:16])[C:8]([O:12][CH2:13][CH3:14])=[N:9]2)=[CH:4][CH:3]=1.[CH3:27][N:28](CCN(C)C)C.CC1(C)C2C(=C(P(C3C=CC=CC=3)C3C=CC=CC=3)C=CC=2)OC2C(P(C3C=CC=CC=3)C3C=CC=CC=3)=CC=CC1=2.CCOC(C)=O.CCCCCC, predict the reaction product. The product is: [C:27]([C:2]1[CH:11]=[C:10]2[C:5]([C:6]([CH3:26])=[C:7]([C:15]([NH:17][CH2:18][C:19]3[CH:24]=[CH:23][CH:22]=[C:21]([F:25])[CH:20]=3)=[O:16])[C:8]([O:12][CH2:13][CH3:14])=[N:9]2)=[CH:4][CH:3]=1)#[N:28]. (9) The product is: [Cl:33][C:30]1[CH:29]=[CH:28][C:27]([N:26]([C@H:19]2[C:20]3[C:25](=[CH:24][CH:23]=[CH:22][CH:21]=3)[N:16]([C:14](=[O:15])[C:11]3[CH:10]=[CH:9][C:8]([O:7][CH2:6][CH2:5][CH2:4][C:3]4[O:2][N:42]=[C:39]([CH3:40])[N:41]=4)=[CH:13][CH:12]=3)[C@@H:17]([CH3:37])[CH2:18]2)[C:34](=[O:36])[CH3:35])=[CH:32][CH:31]=1. Given the reactants C[O:2][C:3](=O)[CH2:4][CH2:5][CH2:6][O:7][C:8]1[CH:13]=[CH:12][C:11]([C:14]([N:16]2[C:25]3[C:20](=[CH:21][CH:22]=[CH:23][CH:24]=3)[C@H:19]([N:26]([C:34](=[O:36])[CH3:35])[C:27]3[CH:32]=[CH:31][C:30]([Cl:33])=[CH:29][CH:28]=3)[CH2:18][C@@H:17]2[CH3:37])=[O:15])=[CH:10][CH:9]=1.[C:39](=[N:42]O)([NH2:41])[CH3:40].[H-].[Na+], predict the reaction product. (10) Given the reactants Br[C:2]1[N:7]=[C:6]([NH:8][C:9]2[CH:13]=[C:12]([CH:14]3[CH2:16][CH2:15]3)[NH:11][N:10]=2)[C:5]([Cl:17])=[CH:4][N:3]=1.[CH3:18][O:19][CH2:20][CH2:21][NH:22][S:23]([C:26]1[S:27][C:28](B2OC(C)(C)C(C)(C)O2)=[CH:29][CH:30]=1)(=[O:25])=[O:24].C([O-])([O-])=O.[Na+].[Na+], predict the reaction product. The product is: [Cl:17][C:5]1[C:6]([NH:8][C:9]2[CH:13]=[C:12]([CH:14]3[CH2:16][CH2:15]3)[NH:11][N:10]=2)=[N:7][C:2]([C:28]2[S:27][C:26]([S:23]([NH:22][CH2:21][CH2:20][O:19][CH3:18])(=[O:24])=[O:25])=[CH:30][CH:29]=2)=[N:3][CH:4]=1.